Dataset: Forward reaction prediction with 1.9M reactions from USPTO patents (1976-2016). Task: Predict the product of the given reaction. (1) The product is: [F:8][C:6]1[CH:5]=[CH:4][C:3]([C:9]2[N:14]=[CH:13][N:12]=[C:11]([NH:15][C:16]3[CH:31]=[CH:30][CH:29]=[C:18]([CH2:19][S:20]([CH3:22])(=[NH:23])=[O:21])[CH:17]=3)[N:10]=2)=[C:2]([O:42][CH2:41][C:35]2[CH:34]=[C:33]([F:32])[C:38]([F:39])=[C:37]([F:40])[CH:36]=2)[CH:7]=1. Given the reactants F[C:2]1[CH:7]=[C:6]([F:8])[CH:5]=[CH:4][C:3]=1[C:9]1[N:14]=[CH:13][N:12]=[C:11]([NH:15][C:16]2[CH:17]=[C:18]([CH:29]=[CH:30][CH:31]=2)[CH2:19][S:20](=[N:23]C(=O)OCC)([CH3:22])=[O:21])[N:10]=1.[F:32][C:33]1[CH:34]=[C:35]([CH2:41][OH:42])[CH:36]=[C:37]([F:40])[C:38]=1[F:39], predict the reaction product. (2) Given the reactants C[O:2][C:3](=O)[CH2:4][C:5]([CH3:13])([C:7]1[O:8][C:9]([CH3:12])=[CH:10][CH:11]=1)[CH3:6].[H-].[H-].[H-].[H-].[Li+].[Al+3], predict the reaction product. The product is: [CH3:13][C:5]([C:7]1[O:8][C:9]([CH3:12])=[CH:10][CH:11]=1)([CH3:6])[CH2:4][CH2:3][OH:2].